The task is: Predict the product of the given reaction.. This data is from Forward reaction prediction with 1.9M reactions from USPTO patents (1976-2016). (1) The product is: [NH2:21][C:22]1[N:27]=[C:26]([C:28]2([OH:32])[CH2:31][N:30]([C:5]([C:4]3[CH:8]=[CH:9][C:10]([F:11])=[C:2]([F:1])[C:3]=3[NH:12][C:13]3[CH:18]=[CH:17][C:16]([I:19])=[CH:15][C:14]=3[F:20])=[O:7])[CH2:29]2)[CH:25]=[CH:24][N:23]=1. Given the reactants [F:1][C:2]1[C:3]([NH:12][C:13]2[CH:18]=[CH:17][C:16]([I:19])=[CH:15][C:14]=2[F:20])=[C:4]([CH:8]=[CH:9][C:10]=1[F:11])[C:5]([OH:7])=O.[NH2:21][C:22]1[N:27]=[C:26]([C:28]2([OH:32])[CH2:31][NH:30][CH2:29]2)[CH:25]=[CH:24][N:23]=1.F[P-](F)(F)(F)(F)F.N1(O[P+](N2CCCC2)(N2CCCC2)N2CCCC2)C2C=CC=CC=2N=N1.C(N(CC)C(C)C)(C)C, predict the reaction product. (2) Given the reactants [Br:1][C:2]1[CH:3]=[C:4]([CH:7]=[CH:8][C:9]=1F)[C:5]#[N:6].[C:11]([N:18]1[CH2:23][CH2:22][NH:21][CH2:20][CH2:19]1)([O:13][C:14]([CH3:17])([CH3:16])[CH3:15])=[O:12].CCN(C(C)C)C(C)C, predict the reaction product. The product is: [C:14]([O:13][C:11]([N:18]1[CH2:23][CH2:22][N:21]([C:9]2[CH:8]=[CH:7][C:4]([C:5]#[N:6])=[CH:3][C:2]=2[Br:1])[CH2:20][CH2:19]1)=[O:12])([CH3:17])([CH3:15])[CH3:16]. (3) Given the reactants [Cl:1][C:2]1[CH:7]=[CH:6][CH:5]=[C:4]([Cl:8])[C:3]=1[CH2:9][CH2:10][C:11]1[C:15]([CH2:16][O:17][C:18]2[CH:23]=[CH:22][C:21]([C:24]3[CH:33]=[C:32]4[C:27]([CH:28]=[CH:29][CH:30]=[C:31]4[C:34]([O:36]C)=[O:35])=[CH:26][CH:25]=3)=[CH:20][CH:19]=2)=[C:14]([CH:38]([CH3:40])[CH3:39])[O:13][N:12]=1.CO.[OH-].[Na+], predict the reaction product. The product is: [Cl:1][C:2]1[CH:7]=[CH:6][CH:5]=[C:4]([Cl:8])[C:3]=1[CH2:9][CH2:10][C:11]1[C:15]([CH2:16][O:17][C:18]2[CH:19]=[CH:20][C:21]([C:24]3[CH:33]=[C:32]4[C:27]([CH:28]=[CH:29][CH:30]=[C:31]4[C:34]([OH:36])=[O:35])=[CH:26][CH:25]=3)=[CH:22][CH:23]=2)=[C:14]([CH:38]([CH3:40])[CH3:39])[O:13][N:12]=1. (4) The product is: [Cl:14][C:15]1[CH:20]=[C:19]([C:2]2[CH:3]=[C:4]3[C:8](=[CH:9][CH:10]=2)[NH:7][C:6](=[O:11])[C:5]3([CH3:13])[CH3:12])[CH:18]=[CH:17][CH:16]=1. Given the reactants Br[C:2]1[CH:3]=[C:4]2[C:8](=[CH:9][CH:10]=1)[NH:7][C:6](=[O:11])[C:5]2([CH3:13])[CH3:12].[Cl:14][C:15]1[CH:16]=[C:17](B(O)O)[CH:18]=[CH:19][CH:20]=1.C(=O)([O-])[O-].[K+].[K+], predict the reaction product. (5) Given the reactants C(C1C=CC=CC=1C=C)=C.[F:11][C:12]1[CH:33]=[CH:32][C:15]2[CH2:16][C:17]3[CH:31]=[CH:30][CH:29]=[CH:28][C:18]=3[C@H:19]3[CH2:23][C@H:22]([CH2:24][N:25]([CH3:27])[CH3:26])[NH:21][C@@H:20]3[C:14]=2[CH:13]=1.[N:34]#[C:35]Br, predict the reaction product. The product is: [C:35]([N:21]1[C@@H:22]([CH2:24][N:25]([CH3:27])[CH3:26])[CH2:23][C@@H:19]2[C:18]3[CH:28]=[CH:29][CH:30]=[CH:31][C:17]=3[CH2:16][C:15]3[CH:32]=[CH:33][C:12]([F:11])=[CH:13][C:14]=3[C@@H:20]12)#[N:34]. (6) Given the reactants [CH2:1]([O:4][C:5]1[CH:19]=[CH:18][C:8]([CH2:9][C:10]2[CH:15]=[C:14](Br)[CH:13]=[CH:12][C:11]=2[Cl:17])=[CH:7][CH:6]=1)[CH:2]=[CH2:3].C([O:23][C@H:24]1[C@H:29]([O:30]C(=O)C)[C@@H:28]([O:34]C(=O)C)[C@H:27](C2C=CC(Cl)=C(CBr)C=2)[O:26][C@@H:25]1[CH2:47][O:48]C(=O)C)(=O)C.[Li]CCCC.C[Si](C)(C)[O:59][C@@H:60]1[C@@H](O[Si](C)(C)C)[C@H](O[Si](C)(C)C)[C@@H](CO[Si](C)(C)C)OC1=O.CS(O)(=O)=O, predict the reaction product. The product is: [CH2:1]([O:4][C:5]1[CH:19]=[CH:18][C:8]([CH2:9][C:10]2[CH:15]=[C:14]([C@@:27]3([O:59][CH3:60])[C@H:28]([OH:34])[C@@H:29]([OH:30])[C@H:24]([OH:23])[C@@H:25]([CH2:47][OH:48])[O:26]3)[CH:13]=[CH:12][C:11]=2[Cl:17])=[CH:7][CH:6]=1)[CH:2]=[CH2:3]. (7) Given the reactants [Br:1][C:2]1[CH:3]=[C:4]([CH:7]=[C:8](F)[CH:9]=1)[C:5]#[N:6].[NH:11]1[CH2:16][CH2:15][O:14][CH2:13][CH2:12]1, predict the reaction product. The product is: [Br:1][C:2]1[CH:3]=[C:4]([CH:7]=[C:8]([N:11]2[CH2:16][CH2:15][O:14][CH2:13][CH2:12]2)[CH:9]=1)[C:5]#[N:6].